This data is from Full USPTO retrosynthesis dataset with 1.9M reactions from patents (1976-2016). The task is: Predict the reactants needed to synthesize the given product. Given the product [CH2:1]([C@@H:5]1[N:10]([C:28](=[O:29])/[CH:27]=[CH:26]/[C:23]2[CH:24]=[CH:25][C:20]([C:16]([CH3:18])([CH3:17])[CH3:19])=[CH:21][CH:22]=2)[CH2:9][C@H:8]([CH2:11][CH:12]([CH3:14])[CH3:13])[NH:7][C:6]1=[O:15])[CH:2]([CH3:4])[CH3:3], predict the reactants needed to synthesize it. The reactants are: [CH2:1]([C@@H:5]1[NH:10][CH2:9][C@H:8]([CH2:11][CH:12]([CH3:14])[CH3:13])[NH:7][C:6]1=[O:15])[CH:2]([CH3:4])[CH3:3].[C:16]([C:20]1[CH:25]=[CH:24][C:23](/[CH:26]=[CH:27]/[C:28](O)=[O:29])=[CH:22][CH:21]=1)([CH3:19])([CH3:18])[CH3:17].C([C@@H]1N(C([C@@H]2C[C@H]2C2C=CC=CC=2)=O)C[C@H](CC(C)C)NC1=O)C(C)C.